From a dataset of Full USPTO retrosynthesis dataset with 1.9M reactions from patents (1976-2016). Predict the reactants needed to synthesize the given product. (1) Given the product [Cl:21][C:22]1[C:27]([F:28])=[C:26]([C:2]2[N:10]=[C:9]([C:11]#[N:12])[N:8]=[C:7]3[C:3]=2[N:4]([CH2:13][C@H:14]2[CH2:19][CH2:18][C@H:17]([CH3:20])[CH2:16][CH2:15]2)[CH:5]=[N:6]3)[CH:25]=[CH:24][N:23]=1, predict the reactants needed to synthesize it. The reactants are: Cl[C:2]1[N:10]=[C:9]([C:11]#[N:12])[N:8]=[C:7]2[C:3]=1[N:4]([CH2:13][C@H:14]1[CH2:19][CH2:18][C@H:17]([CH3:20])[CH2:16][CH2:15]1)[CH:5]=[N:6]2.[Cl:21][C:22]1[C:27]([F:28])=[C:26](B(O)O)[CH:25]=[CH:24][N:23]=1.C([O-])([O-])=O.[K+].[K+].O1CCOCC1. (2) Given the product [F:26][C:25]1[CH:24]=[CH:23][C:10]([CH2:11][C:12]2[C:21]3[C:16](=[CH:17][CH:18]=[CH:19][CH:20]=3)[C:15](=[O:22])[NH:14][N:13]=2)=[CH:9][C:8]=1[C:6]([N:4]1[CH2:3][CH:2]([NH:1][CH2:30][CH:29]=[C:28]([CH3:32])[CH3:27])[CH2:5]1)=[O:7], predict the reactants needed to synthesize it. The reactants are: [NH2:1][CH:2]1[CH2:5][N:4]([C:6]([C:8]2[CH:9]=[C:10]([CH:23]=[CH:24][C:25]=2[F:26])[CH2:11][C:12]2[C:21]3[C:16](=[CH:17][CH:18]=[CH:19][CH:20]=3)[C:15](=[O:22])[NH:14][N:13]=2)=[O:7])[CH2:3]1.[CH3:27][C:28]([CH3:32])=[CH:29][CH:30]=O.C(O[BH-](OC(=O)C)OC(=O)C)(=O)C.[Na+].